From a dataset of Forward reaction prediction with 1.9M reactions from USPTO patents (1976-2016). Predict the product of the given reaction. (1) Given the reactants C[C:2]1[C:3](Cl)=[N:4][C:5]([Cl:11])=[C:6]([CH:10]=1)[C:7]([OH:9])=O.[O:13]([C:20]1[CH:28]=[CH:27][C:23]([CH2:24][CH2:25][NH2:26])=[CH:22][CH:21]=1)[C:14]1[CH:19]=[CH:18][CH:17]=[CH:16][CH:15]=1.[C:29]([N:36]1[CH2:41][CH2:40][NH:39][CH2:38][CH2:37]1)([O:31][C:32]([CH3:35])([CH3:34])[CH3:33])=[O:30], predict the reaction product. The product is: [C:32]([O:31][C:29]([N:36]1[CH2:41][CH2:40][N:39]([C:3]2[CH:2]=[CH:10][C:6]([C:7](=[O:9])[NH:26][CH2:25][CH2:24][C:23]3[CH:22]=[CH:21][C:20]([O:13][C:14]4[CH:15]=[CH:16][CH:17]=[CH:18][CH:19]=4)=[CH:28][CH:27]=3)=[C:5]([Cl:11])[N:4]=2)[CH2:38][CH2:37]1)=[O:30])([CH3:35])([CH3:33])[CH3:34]. (2) Given the reactants [CH3:1][O:2][CH2:3][O:4][C:5]1[CH:6]=[C:7]([CH:10]=[C:11]([O:22][CH2:23][O:24][CH3:25])[C:12]=1[CH2:13]/[CH:14]=[CH:15]/[C:16]1[CH:21]=[CH:20][CH:19]=[CH:18][CH:17]=1)[CH:8]=[O:9].[OH-:26].[Na+], predict the reaction product. The product is: [CH3:25][O:24][CH2:23][O:22][C:11]1[CH:10]=[C:7]([CH:6]=[C:5]([O:4][CH2:3][O:2][CH3:1])[C:12]=1[CH2:13]/[CH:14]=[CH:15]/[C:16]1[CH:17]=[CH:18][CH:19]=[CH:20][CH:21]=1)[C:8]([OH:26])=[O:9]. (3) Given the reactants Cl[C:2]1C=[C:11]([NH:13][C:14]2[CH:19]=[CH:18][C:17]([CH3:20])=[CH:16][C:15]=2[F:21])[C:5]([C:6]([O:8][CH2:9][CH3:10])=[O:7])=[CH:4][N:3]=1.COS(OC)(=O)=O.C(N(CC)CC)C.CC(O)=O.[CH3:40][CH2:41][OH:42], predict the reaction product. The product is: [F:21][C:15]1[CH:16]=[C:17]([CH3:20])[CH:18]=[CH:19][C:14]=1[NH:13][C:11]1[C:5]([C:6]([O:8][CH2:9][CH3:10])=[O:7])=[CH:4][N:3]([CH3:2])[C:41](=[O:42])[CH:40]=1. (4) The product is: [C:1]([O:5][C:6]([N:8]1[CH2:12][C@@H:11]([C:13]2[CH:14]=[CH:15][CH:16]=[CH:17][CH:18]=2)[C@@H:10]([CH2:19][O:20][S:29]([CH3:28])(=[O:31])=[O:30])[CH2:9]1)=[O:7])([CH3:4])([CH3:3])[CH3:2]. Given the reactants [C:1]([O:5][C:6]([N:8]1[CH2:12][C@@H:11]([C:13]2[CH:18]=[CH:17][CH:16]=[CH:15][CH:14]=2)[C@@H:10]([CH2:19][OH:20])[CH2:9]1)=[O:7])([CH3:4])([CH3:3])[CH3:2].C(N(CC)CC)C.[CH3:28][S:29](Cl)(=[O:31])=[O:30], predict the reaction product.